Dataset: Experimentally validated miRNA-target interactions with 360,000+ pairs, plus equal number of negative samples. Task: Binary Classification. Given a miRNA mature sequence and a target amino acid sequence, predict their likelihood of interaction. The miRNA is hsa-miR-511-3p with sequence AAUGUGUAGCAAAAGACAGA. The protein sequence of the target gene is MSHPSWLPPKSTGEPLGHVPARMETTHSFGNPSISVSTQQPPKKFAPVVAPKPKYNPYKQPGGEGDFLPPPPPPLDDSSALPSISGNFPPPPPLDEEAFKVQGNPGGKTLEERRSSLDAEIDSLTSILADLECSSPYKPRPPQSSTGSTASPPVSTPVTGHKRMVIPNQPPLTATKKSTLKPQPAPQAGPIPVAPIGTLKPQPQPVPASYTTASTSSRPTFNVQVKSAQPSPHYMAAPSSGQIYGSGPQGYNTQPVPVSGQCPPPSTRGGMDYAYIPPPGLQPEPGYGYAPNQGRYYEGY.... Result: 1 (interaction).